Dataset: Forward reaction prediction with 1.9M reactions from USPTO patents (1976-2016). Task: Predict the product of the given reaction. (1) Given the reactants [CH3:1][O:2][C:3]1[CH:4]=[C:5]([CH:33]=[CH:34][C:35]=1[O:36][CH3:37])[CH2:6][CH:7]1[C:16]2[C:11](=[CH:12][C:13]([O:18][CH3:19])=[C:14]([OH:17])[CH:15]=2)[CH2:10][CH2:9][N:8]1[CH2:20][C:21]([NH:23][CH:24]1[C:32]2[C:27](=[CH:28][CH:29]=[CH:30][CH:31]=2)[CH2:26][CH2:25]1)=[O:22].[CH2:38](Br)[CH:39]=[CH2:40], predict the reaction product. The product is: [CH3:1][O:2][C:3]1[CH:4]=[C:5]([CH:33]=[CH:34][C:35]=1[O:36][CH3:37])[CH2:6][CH:7]1[C:16]2[C:11](=[CH:12][C:13]([O:18][CH3:19])=[C:14]([O:17][CH2:40][CH:39]=[CH2:38])[CH:15]=2)[CH2:10][CH2:9][N:8]1[CH2:20][C:21]([NH:23][CH:24]1[C:32]2[C:27](=[CH:28][CH:29]=[CH:30][CH:31]=2)[CH2:26][CH2:25]1)=[O:22]. (2) Given the reactants N1([S:6]([N:9]2[CH2:14][CH2:13][CH2:12][CH2:11][CH2:10]2)(=[O:8])=[O:7])C=CN=C1.COS(C(F)(F)F)(=O)=O.[CH2:24]1[C:26]2([CH2:31][N:30]([C:32]3[C:33]4[CH:40]=[CH:39][NH:38][C:34]=4[N:35]=[CH:36][N:37]=3)[CH2:29][CH2:28][NH:27]2)[CH2:25]1, predict the reaction product. The product is: [N:9]1([S:6]([N:27]2[CH2:28][CH2:29][N:30]([C:32]3[C:33]4[CH:40]=[CH:39][NH:38][C:34]=4[N:35]=[CH:36][N:37]=3)[CH2:31][C:26]32[CH2:24][CH2:25]3)(=[O:8])=[O:7])[CH2:14][CH2:13][CH2:12][CH2:11][CH2:10]1.